Dataset: Catalyst prediction with 721,799 reactions and 888 catalyst types from USPTO. Task: Predict which catalyst facilitates the given reaction. (1) The catalyst class is: 426. Reactant: [Cl:1][C:2]1[CH:7]=[CH:6][C:5]([C@@:8]2([CH3:34])[C@:12]([C:14]3[CH:19]=[CH:18][C:17]([Cl:20])=[CH:16][CH:15]=3)([CH3:13])[NH:11][C:10]([C:21]3[C:22]([O:31][CH2:32][CH3:33])=[N:23][C:24]([C:27]([CH3:30])([CH3:29])[CH3:28])=[N:25][CH:26]=3)=[N:9]2)=[CH:4][CH:3]=1.C(N(CC)CC)C.[C:42](Cl)([Cl:44])=[O:43]. Product: [C:27]([C:24]1[N:23]=[C:22]([O:31][CH2:32][CH3:33])[C:21]([C:10]2[N:11]([C:42]([Cl:44])=[O:43])[C:12]([C:14]3[CH:15]=[CH:16][C:17]([Cl:20])=[CH:18][CH:19]=3)([CH3:13])[C:8]([C:5]3[CH:6]=[CH:7][C:2]([Cl:1])=[CH:3][CH:4]=3)([CH3:34])[N:9]=2)=[CH:26][N:25]=1)([CH3:28])([CH3:30])[CH3:29]. (2) Reactant: [C:1]([C:5]1[CH:12]=[CH:11][C:8]([CH:9]=O)=[CH:7][CH:6]=1)([CH3:4])([CH3:3])[CH3:2].Cl.[C:14]([O:18][C:19](=[O:23])[CH2:20][CH2:21][NH2:22])([CH3:17])([CH3:16])[CH3:15].C(N(CC)CC)C.[BH4-].[Na+]. Product: [C:14]([O:18][C:19](=[O:23])[CH2:20][CH2:21][NH:22][CH2:9][C:8]1[CH:11]=[CH:12][C:5]([C:1]([CH3:4])([CH3:3])[CH3:2])=[CH:6][CH:7]=1)([CH3:17])([CH3:16])[CH3:15]. The catalyst class is: 24. (3) Reactant: C(N(CC)CC)C.[C:8]1([CH3:18])[CH:13]=[CH:12][C:11]([S:14](Cl)(=[O:16])=[O:15])=[CH:10][CH:9]=1.[C:19]1([C:25]2[CH:29]=[C:28]([CH2:30][N:31]3[CH2:36][CH2:35][CH:34]([CH2:37][OH:38])[CH2:33][CH2:32]3)[O:27][N:26]=2)[CH:24]=[CH:23][CH:22]=[CH:21][CH:20]=1. Product: [CH3:18][C:8]1[CH:13]=[CH:12][C:11]([S:14]([O:38][CH2:37][CH:34]2[CH2:33][CH2:32][N:31]([CH2:30][C:28]3[O:27][N:26]=[C:25]([C:19]4[CH:24]=[CH:23][CH:22]=[CH:21][CH:20]=4)[CH:29]=3)[CH2:36][CH2:35]2)(=[O:16])=[O:15])=[CH:10][CH:9]=1. The catalyst class is: 4. (4) Reactant: [Cl:1][C:2]1[C:7]([CH2:8][CH:9]=[O:10])=[C:6]([Cl:11])[N:5]=[CH:4][N:3]=1.[CH2:12]1COCC1.[N+](=C)=[N-]. Product: [Cl:11][C:6]1[C:7]([CH2:8][C:9](=[O:10])[CH3:12])=[C:2]([Cl:1])[N:3]=[CH:4][N:5]=1. The catalyst class is: 27. (5) Reactant: [CH:1]1([C:6]2[N:14]([CH2:15][O:16][CH3:17])[C:13]3[C:12]4=[N:18][CH:19]([CH2:21]OS(C)(=O)=O)[CH2:20][N:11]4[C:10](=[O:27])[N:9]([CH2:28][CH2:29][CH3:30])[C:8]=3[N:7]=2)[CH2:5][CH2:4][CH2:3][CH2:2]1.[K].[C:32]1(=[O:42])[NH:36][C:35](=[O:37])[C:34]2=[CH:38][CH:39]=[CH:40][CH:41]=[C:33]12. Product: [CH:1]1([C:6]2[N:14]([CH2:15][O:16][CH3:17])[C:13]3[C:12]4=[N:18][CH:19]([CH2:21][N:36]5[C:32](=[O:42])[C:33]6[C:34](=[CH:38][CH:39]=[CH:40][CH:41]=6)[C:35]5=[O:37])[CH2:20][N:11]4[C:10](=[O:27])[N:9]([CH2:28][CH2:29][CH3:30])[C:8]=3[N:7]=2)[CH2:2][CH2:3][CH2:4][CH2:5]1. The catalyst class is: 9.